This data is from Catalyst prediction with 721,799 reactions and 888 catalyst types from USPTO. The task is: Predict which catalyst facilitates the given reaction. Reactant: C[N:2](C)/[CH:3]=[C:4](/[C:10]([C:12]1[S:13][C:14]2[CH2:20][CH2:19][CH2:18][CH2:17][C:15]=2[N:16]=1)=O)\[C:5]([O:7][CH2:8][CH3:9])=[O:6].O.[NH2:23]N. Product: [S:13]1[C:14]2[CH2:20][CH2:19][CH2:18][CH2:17][C:15]=2[N:16]=[C:12]1[C:10]1[C:4]([C:5]([O:7][CH2:8][CH3:9])=[O:6])=[CH:3][NH:2][N:23]=1. The catalyst class is: 621.